From a dataset of Full USPTO retrosynthesis dataset with 1.9M reactions from patents (1976-2016). Predict the reactants needed to synthesize the given product. The reactants are: Cl[C:2]1[CH:7]=[CH:6][C:5]([NH2:8])=[C:4]([N+:9]([O-])=O)[CH:3]=1.[Br:12]N1C(=O)CCC1=O.O. Given the product [Br:12][C:6]1[CH:7]=[CH:2][CH:3]=[C:4]([NH2:9])[C:5]=1[NH2:8], predict the reactants needed to synthesize it.